From a dataset of Reaction yield outcomes from USPTO patents with 853,638 reactions. Predict the reaction yield, written as a fraction of the theoretical maximum amount of product (1.0 means a 100% yield; for example, 0.34 means a 34% yield). (1) The reactants are [Cl:1][C:2]1[CH:7]=[C:6]([Cl:8])[C:5]([OH:9])=[CH:4][C:3]=1[N:10]=[C:11]([N:15]1[CH2:19][CH2:18][CH2:17][CH2:16]1)[C:12]([NH2:14])=[O:13].C(=O)([O-])[O-].[K+].[K+].Br[CH:27]([CH3:33])[C:28]([O:30][CH2:31][CH3:32])=[O:29]. The catalyst is C(#N)C. The product is [Cl:1][C:2]1[CH:7]=[C:6]([Cl:8])[C:5]([O:9][CH:27]([C:28]([O:30][CH2:31][CH3:32])=[O:29])[CH3:33])=[CH:4][C:3]=1[N:10]=[C:11]([N:15]1[CH2:19][CH2:18][CH2:17][CH2:16]1)[C:12]([NH2:14])=[O:13]. The yield is 0.550. (2) The reactants are [C:1]([O:5][C:6]([N:8]1[C:16]2[C:11](=[CH:12][CH:13]=[CH:14][CH:15]=2)[CH:10]=[C:9]1[C:17]1[CH:22]=[C:21]([CH:23]=O)[C:20]([O:25][CH3:26])=[CH:19][C:18]=1[O:27][CH3:28])=[O:7])([CH3:4])([CH3:3])[CH3:2].[C:29]([C:32]1[CH:40]=[CH:39][C:35]([C:36]([OH:38])=[O:37])=[CH:34][CH:33]=1)(=[O:31])[CH3:30]. No catalyst specified. The product is [C:1]([O:5][C:6]([N:8]1[C:16]2[C:11](=[CH:12][CH:13]=[CH:14][CH:15]=2)[CH:10]=[C:9]1[C:17]1[CH:22]=[C:21](/[CH:23]=[CH:30]/[C:29]([C:32]2[CH:40]=[CH:39][C:35]([C:36]([OH:38])=[O:37])=[CH:34][CH:33]=2)=[O:31])[C:20]([O:25][CH3:26])=[CH:19][C:18]=1[O:27][CH3:28])=[O:7])([CH3:4])([CH3:3])[CH3:2]. The yield is 0.0800. (3) The reactants are [CH2:1]([C@@H:8]1[CH2:12][O:11][C:10](=[O:13])[N:9]1[C:14](=[O:19])[CH2:15][CH2:16][CH:17]=[CH2:18])[C:2]1[CH:7]=[CH:6][CH:5]=[CH:4][CH:3]=1.[Li+].C[Si]([N-][Si](C)(C)C)(C)C.[CH3:30][C:31]1[CH:32]=[C:33]([CH:36]=[C:37]([CH3:40])[C:38]=1[F:39])[CH2:34]Br. The catalyst is C1COCC1. The product is [CH2:1]([C@@H:8]1[CH2:12][O:11][C:10](=[O:13])[N:9]1[C:14](=[O:19])[C@H:15]([CH2:34][C:33]1[CH:36]=[C:37]([CH3:40])[C:38]([F:39])=[C:31]([CH3:30])[CH:32]=1)[CH2:16][CH:17]=[CH2:18])[C:2]1[CH:3]=[CH:4][CH:5]=[CH:6][CH:7]=1. The yield is 0.560.